Predict the reaction yield, written as a fraction of the theoretical maximum amount of product (1.0 means a 100% yield; for example, 0.34 means a 34% yield). From a dataset of Reaction yield outcomes from USPTO patents with 853,638 reactions. (1) The reactants are [NH:1]1[CH2:6][CH2:5][CH2:4][C@@H:3]([N:7]2[C:11]3[CH:12]=[CH:13][CH:14]=[CH:15][C:10]=3[N:9]=[C:8]2[C@@H:16]([NH:18][C:19]2[N:27]=[CH:26][N:25]=[C:24]3[C:20]=2[N:21]=[CH:22][NH:23]3)[CH3:17])[CH2:2]1.Br[CH2:29][CH2:30][OH:31].CCN(C(C)C)C(C)C. No catalyst specified. The product is [N:27]1[C:19]([NH:18][C@H:16]([C:8]2[N:7]([C@@H:3]3[CH2:4][CH2:5][CH2:6][N:1]([CH2:29][CH2:30][OH:31])[CH2:2]3)[C:11]3[CH:12]=[CH:13][CH:14]=[CH:15][C:10]=3[N:9]=2)[CH3:17])=[C:20]2[C:24]([NH:23][CH:22]=[N:21]2)=[N:25][CH:26]=1. The yield is 0.0500. (2) The catalyst is CO. The reactants are [CH3:1][O:2][C:3]([C:5]1[N:6]([CH3:23])[N:7]=[C:8]([O:10][CH2:11][C:12]2[C:13]([CH2:19][CH2:20][CH2:21][CH3:22])=[N:14][O:15][C:16]=2[CH:17]=[O:18])[CH:9]=1)=[O:4].[BH4-].[Na+]. The product is [CH3:1][O:2][C:3]([C:5]1[N:6]([CH3:23])[N:7]=[C:8]([O:10][CH2:11][C:12]2[C:13]([CH2:19][CH2:20][CH2:21][CH3:22])=[N:14][O:15][C:16]=2[CH2:17][OH:18])[CH:9]=1)=[O:4]. The yield is 0.460. (3) The reactants are C(N(CC)CC)C.[CH3:8][N:9]([CH3:13])[C:10](Cl)=[O:11].[NH:14]1[CH2:19][CH2:18][CH2:17][C@@H:16]([NH:20][C:21]2[CH:26]=[CH:25][N:24]=[C:23]([C:27]3[N:31]4[CH:32]=[C:33]([C:36]#[N:37])[CH:34]=[CH:35][C:30]4=[N:29][CH:28]=3)[N:22]=2)[CH2:15]1. The catalyst is ClCCl. The product is [C:36]([C:33]1[CH:34]=[CH:35][C:30]2[N:31]([C:27]([C:23]3[N:22]=[C:21]([NH:20][C@@H:16]4[CH2:17][CH2:18][CH2:19][N:14]([C:10]([N:9]([CH3:13])[CH3:8])=[O:11])[CH2:15]4)[CH:26]=[CH:25][N:24]=3)=[CH:28][N:29]=2)[CH:32]=1)#[N:37]. The yield is 0.650. (4) The reactants are [Br:1][C:2]1[CH:10]=[CH:9][CH:8]=[C:7]2[C:3]=1[C:4](O)([C:22]1[C:27]([OH:28])=[CH:26][CH:25]=[C:24]([O:29][CH3:30])[N:23]=1)[C:5](=[O:21])[N:6]2[CH2:11][C:12]1[O:13][C:14]([C:17]([F:20])([F:19])[F:18])=[CH:15][CH:16]=1.C(N(CC)CC)C.S(Cl)(Cl)=O.C(O)(=O)C. The catalyst is ClCCl.[Zn]. The product is [Br:1][C:2]1[CH:10]=[CH:9][CH:8]=[C:7]2[C:3]=1[CH:4]([C:22]1[C:27]([OH:28])=[CH:26][CH:25]=[C:24]([O:29][CH3:30])[N:23]=1)[C:5](=[O:21])[N:6]2[CH2:11][C:12]1[O:13][C:14]([C:17]([F:19])([F:20])[F:18])=[CH:15][CH:16]=1. The yield is 0.490. (5) The reactants are Br[C:2]1[CH:3]=[C:4]([CH:9]=[CH:10][C:11]=1[CH2:12][NH:13][C@@H:14]([CH3:17])[CH2:15][OH:16])[C:5]([O:7][CH3:8])=[O:6].C([O-])([O-])=O.[K+].[K+]. The catalyst is C(O)(C)C.[Cu]I. The product is [CH3:17][C@@H:14]1[NH:13][CH2:12][C:11]2[CH:10]=[CH:9][C:4]([C:5]([O:7][CH3:8])=[O:6])=[CH:3][C:2]=2[O:16][CH2:15]1. The yield is 0.430. (6) The reactants are [CH2:1]([N:3]1[C:9]2[CH:10]=[CH:11][C:12]([N+:14]([O-])=O)=[CH:13][C:8]=2[O:7][CH2:6][CH2:5][CH2:4]1)[CH3:2]. The catalyst is [Pd].C(O)C. The product is [CH2:1]([N:3]1[C:9]2[CH:10]=[CH:11][C:12]([NH2:14])=[CH:13][C:8]=2[O:7][CH2:6][CH2:5][CH2:4]1)[CH3:2]. The yield is 1.00. (7) The reactants are [NH:1]1[C:5]2[CH:6]=[CH:7][CH:8]=[C:9]([N:10]3[C:14]4=[N:15][CH:16]=[N:17][C:18](O)=[C:13]4[CH:12]=[N:11]3)[C:4]=2[N:3]=[CH:2]1.P(Cl)(Cl)([Cl:22])=O. No catalyst specified. The product is [NH:1]1[C:5]2[CH:6]=[CH:7][CH:8]=[C:9]([N:10]3[C:14]4=[N:15][CH:16]=[N:17][C:18]([Cl:22])=[C:13]4[CH:12]=[N:11]3)[C:4]=2[N:3]=[CH:2]1. The yield is 0.0600. (8) The reactants are [C:1]([O:5][C:6](=[O:25])[CH2:7][N:8]1[C:13]2[CH:14]=[C:15]([O:19][CH3:20])[CH:16]=[C:17](Br)[C:12]=2[O:11][CH:10]([CH:21]([CH3:23])[CH3:22])[C:9]1=[O:24])([CH3:4])([CH3:3])[CH3:2].[CH3:26][N:27]1[CH:32]=[C:31](B2OC(C)(C)C(C)(C)O2)[C:30]2[CH:42]=[CH:43][N:44]([S:45]([C:48]3[CH:53]=[CH:52][C:51]([CH3:54])=[CH:50][CH:49]=3)(=[O:47])=[O:46])[C:29]=2[C:28]1=[O:55].C(=O)([O-])[O-].[K+].[K+].ClCCl. The catalyst is O1CCOCC1.O. The product is [C:1]([O:5][C:6](=[O:25])[CH2:7][N:8]1[C:13]2[CH:14]=[C:15]([O:19][CH3:20])[CH:16]=[C:17]([C:31]3[C:30]4[CH:42]=[CH:43][N:44]([S:45]([C:48]5[CH:53]=[CH:52][C:51]([CH3:54])=[CH:50][CH:49]=5)(=[O:47])=[O:46])[C:29]=4[C:28](=[O:55])[N:27]([CH3:26])[CH:32]=3)[C:12]=2[O:11][CH:10]([CH:21]([CH3:23])[CH3:22])[C:9]1=[O:24])([CH3:4])([CH3:3])[CH3:2]. The yield is 0.850.